Dataset: Full USPTO retrosynthesis dataset with 1.9M reactions from patents (1976-2016). Task: Predict the reactants needed to synthesize the given product. Given the product [F:1][C:2]1[CH:21]=[CH:20][CH:19]=[CH:18][C:3]=1[CH2:4][N:5]1[C:9]2=[N:10][CH:11]=[CH:12][CH:13]=[C:8]2[C:7]([C:14]2[NH:15][C:29](=[O:30])[O:17][N:16]=2)=[N:6]1, predict the reactants needed to synthesize it. The reactants are: [F:1][C:2]1[CH:21]=[CH:20][CH:19]=[CH:18][C:3]=1[CH2:4][N:5]1[C:9]2=[N:10][CH:11]=[CH:12][CH:13]=[C:8]2[C:7]([C:14](=[N:16][OH:17])[NH2:15])=[N:6]1.N1C=CC=CC=1.Cl[C:29](OCC(CC)CCCC)=[O:30].O.